Regression. Given two drug SMILES strings and cell line genomic features, predict the synergy score measuring deviation from expected non-interaction effect. From a dataset of NCI-60 drug combinations with 297,098 pairs across 59 cell lines. Drug 1: CC1C(C(CC(O1)OC2CC(CC3=C2C(=C4C(=C3O)C(=O)C5=C(C4=O)C(=CC=C5)OC)O)(C(=O)CO)O)N)O.Cl. Drug 2: C1CN(P(=O)(OC1)NCCCl)CCCl. Cell line: NCI-H522. Synergy scores: CSS=1.85, Synergy_ZIP=0.706, Synergy_Bliss=2.61, Synergy_Loewe=1.80, Synergy_HSA=1.21.